This data is from Forward reaction prediction with 1.9M reactions from USPTO patents (1976-2016). The task is: Predict the product of the given reaction. (1) Given the reactants [Si]([O:18][CH2:19][C:20]1[C:21]([O:29][CH2:30][C:31]2[CH:36]=[CH:35][C:34]([O:37][CH3:38])=[CH:33][CH:32]=2)=[N:22][C:23]([C:26]([NH2:28])=[O:27])=[N:24][CH:25]=1)(C(C)(C)C)(C1C=CC=CC=1)C1C=CC=CC=1.CCCC[N+](CCCC)(CCCC)CCCC.[F-], predict the reaction product. The product is: [OH:18][CH2:19][C:20]1[C:21]([O:29][CH2:30][C:31]2[CH:32]=[CH:33][C:34]([O:37][CH3:38])=[CH:35][CH:36]=2)=[N:22][C:23]([C:26]([NH2:28])=[O:27])=[N:24][CH:25]=1. (2) Given the reactants Br[C:2]([F:9])([F:8])[C:3]([O:5][CH2:6][CH3:7])=[O:4].[Br:10][C:11]1[CH:12]=[C:13]2[C:20](=[CH:21][CH:22]=1)[O:19][CH2:18][C:15]1([CH2:17][CH2:16]1)[C:14]2=[N:23][S:24]([C:26]([CH3:29])([CH3:28])[CH3:27])=[O:25], predict the reaction product. The product is: [Br:10][C:11]1[CH:12]=[C:13]2[C:20](=[CH:21][CH:22]=1)[O:19][CH2:18][C:15]1([CH2:17][CH2:16]1)[C:14]2([C:2]([F:9])([F:8])[C:3]([O:5][CH2:6][CH3:7])=[O:4])[NH:23][S:24]([C:26]([CH3:29])([CH3:28])[CH3:27])=[O:25]. (3) Given the reactants [O:1]=[C:2]1[N:6]([CH2:7][C:8]2[CH:13]=[CH:12][N:11]=[CH:10][CH:9]=2)[C@@H:5]([C:14]([OH:16])=O)[CH2:4][CH2:3]1.[NH2:17][CH:18]([CH2:24][C:25]1[CH:30]=[CH:29][CH:28]=[CH:27][CH:26]=1)[CH:19]([OH:23])[C:20]([NH2:22])=[O:21].O[NH-].O=[N-].CC(OI1(OC(C)=O)(OC(C)=O)OC(=O)C2C=CC=CC1=2)=O, predict the reaction product. The product is: [NH2:22][C:20](=[O:21])[C:19](=[O:23])[CH:18]([NH:17][C:14]([C@H:5]1[CH2:4][CH2:3][C:2](=[O:1])[N:6]1[CH2:7][C:8]1[CH:9]=[CH:10][N:11]=[CH:12][CH:13]=1)=[O:16])[CH2:24][C:25]1[CH:26]=[CH:27][CH:28]=[CH:29][CH:30]=1. (4) The product is: [NH:2]1[CH2:38][CH2:39][N:40]=[C:1]1[C:3]1[CH:4]=[C:5]([NH:14][CH2:15][C:16]2[C:21]([CH3:22])=[CH:20][CH:19]=[CH:18][C:17]=2[CH3:23])[C:6]2[N:10]=[C:9]([CH3:11])[N:8]([CH3:12])[C:7]=2[CH:13]=1. Given the reactants [C:1]([C:3]1[CH:4]=[C:5]([NH:14][CH2:15][C:16]2[C:21]([CH3:22])=[CH:20][CH:19]=[CH:18][C:17]=2[CH3:23])[C:6]2[N:10]=[C:9]([CH3:11])[N:8]([CH3:12])[C:7]=2[CH:13]=1)#[N:2].P12(SP3(SP(SP(S3)(S1)=S)(=S)S2)=S)=S.[CH2:38](N)[CH2:39][NH2:40], predict the reaction product.